From a dataset of Forward reaction prediction with 1.9M reactions from USPTO patents (1976-2016). Predict the product of the given reaction. (1) Given the reactants [C:1]([O:5][C:6]([NH:8][C@H:9]([C:17]([OH:19])=O)[CH2:10][C:11]1[CH:16]=[CH:15][CH:14]=[CH:13][CH:12]=1)=[O:7])([CH3:4])([CH3:3])[CH3:2].[CH2:20]([Cl:22])[Cl:21].C([N-]C(C)C)(C)C.[Li+].[Cl-].[NH4+], predict the reaction product. The product is: [C:1]([O:5][C:6]([NH:8][C@@H:9]([CH2:10][C:11]1[CH:12]=[CH:13][CH:14]=[CH:15][CH:16]=1)[C:17](=[O:19])[CH:20]([Cl:22])[Cl:21])=[O:7])([CH3:2])([CH3:3])[CH3:4]. (2) Given the reactants [OH:1][C:2]([CH3:21])([CH3:20])[CH2:3][NH:4][C:5]([C:7]1[S:8][CH:9]=[C:10]([C:12]([N:14]2[CH2:18][CH2:17][CH2:16][C@@H:15]2[CH3:19])=[O:13])[N:11]=1)=[O:6].Br[C:23]1[CH:28]=[CH:27][C:26]([C:29]([OH:38])([C:34]([F:37])([F:36])[F:35])[C:30]([F:33])([F:32])[F:31])=[CH:25][C:24]=1[CH2:39][CH3:40], predict the reaction product. The product is: [CH2:39]([C:24]1[CH:25]=[C:26]([C:29]([OH:38])([C:30]([F:32])([F:31])[F:33])[C:34]([F:35])([F:36])[F:37])[CH:27]=[CH:28][C:23]=1[C:9]1[S:8][C:7]([C:5]([NH:4][CH2:3][C:2]([OH:1])([CH3:20])[CH3:21])=[O:6])=[N:11][C:10]=1[C:12]([N:14]1[CH2:18][CH2:17][CH2:16][C@@H:15]1[CH3:19])=[O:13])[CH3:40]. (3) Given the reactants [O:1]1[CH2:7][CH:2]1[C:3]([O:5][CH3:6])=[O:4].[C:8](=[O:10])=[O:9], predict the reaction product. The product is: [CH3:6][O:5][C:3]([CH:2]1[CH2:7][O:1][C:8](=[O:9])[O:10]1)=[O:4]. (4) Given the reactants CC12[O:10][B:9]([C@@H:11]([NH:28][C:29]([C:31]3[CH:32]=[C:33]4[C:37](=[CH:38][CH:39]=3)[CH2:36][NH:35][CH2:34]4)=[O:30])[CH2:12][C:13]3[C:14]([O:26]C)=[C:15]([CH:23]=[CH:24][CH:25]=3)[C:16]([O:18]C(C)(C)C)=[O:17])OC1CC1CC2C1(C)C.B(Cl)(Cl)Cl, predict the reaction product. The product is: [OH:10][B:9]1[C@@H:11]([NH:28][C:29]([C:31]2[CH:32]=[C:33]3[C:37](=[CH:38][CH:39]=2)[CH2:36][NH:35][CH2:34]3)=[O:30])[CH2:12][C:13]2[CH:25]=[CH:24][CH:23]=[C:15]([C:16]([OH:18])=[O:17])[C:14]=2[O:26]1. (5) Given the reactants [CH2:1]([S:3]([C:6]1[CH:7]=[CH:8][C:9](F)=[C:10]([C:12]2[C:13]3[CH:22]=[C:21]([C:23]([O:25][CH2:26][CH3:27])=[O:24])[NH:20][C:14]=3[C:15](=[O:19])[N:16]([CH3:18])[CH:17]=2)[CH:11]=1)(=[O:5])=[O:4])[CH3:2].[F:29][C:30]1([F:35])[CH2:32][CH:31]1[CH2:33][OH:34].C([O-])([O-])=O.[Cs+].[Cs+].C(OCC)(=O)C, predict the reaction product. The product is: [F:29][C:30]1([F:35])[CH2:32][CH:31]1[CH2:33][O:34][C:9]1[CH:8]=[CH:7][C:6]([S:3]([CH2:1][CH3:2])(=[O:5])=[O:4])=[CH:11][C:10]=1[C:12]1[C:13]2[CH:22]=[C:21]([C:23]([O:25][CH2:26][CH3:27])=[O:24])[NH:20][C:14]=2[C:15](=[O:19])[N:16]([CH3:18])[CH:17]=1. (6) Given the reactants [CH2:1]([N:8]1[CH2:13][CH2:12][N:11]([C:14]2[CH:15]=[CH:16][C:17]3[O:21][C:20]([C:22]4[CH:27]=[CH:26][C:25]([S:28]([CH3:31])(=[O:30])=[O:29])=[CH:24][C:23]=4[F:32])=[N:19][C:18]=3[CH:33]=2)[CH2:10][CH2:9]1)C1C=CC=CC=1.C(Cl)Cl.[OH2:37], predict the reaction product. The product is: [F:32][C:23]1[CH:24]=[C:25]([S:28]([CH3:31])(=[O:29])=[O:30])[CH:26]=[CH:27][C:22]=1[C:20]1[O:21][C:17]2[CH:16]=[CH:15][C:14]([N:11]3[CH2:12][CH2:13][N:8]([C:1]([O:21][CH:17]([CH3:18])[CH3:16])=[O:37])[CH2:9][CH2:10]3)=[CH:33][C:18]=2[N:19]=1. (7) Given the reactants [C:1]1([C:20]2[CH:25]=[CH:24][CH:23]=[CH:22][CH:21]=2)[CH:6]=[CH:5][C:4]([C@@H:7]2[CH2:12][CH2:11][NH:10][CH2:9][C@H:8]2[NH:13][S:14]([CH:17]([CH3:19])[CH3:18])(=[O:16])=[O:15])=[CH:3][CH:2]=1.C=O.[BH-](OC(C)=O)(OC(C)=O)O[C:30](C)=O.[Na+], predict the reaction product. The product is: [C:1]1([C:20]2[CH:21]=[CH:22][CH:23]=[CH:24][CH:25]=2)[CH:2]=[CH:3][C:4]([C@@H:7]2[CH2:12][CH2:11][N:10]([CH3:30])[CH2:9][C@H:8]2[NH:13][S:14]([CH:17]([CH3:19])[CH3:18])(=[O:16])=[O:15])=[CH:5][CH:6]=1. (8) Given the reactants [Cl:1][CH2:2][C:3](Cl)=[O:4].[O:6]1[CH:10]=[CH:9][C:8]([NH2:11])=[N:7]1, predict the reaction product. The product is: [Cl:1][CH2:2][C:3]([NH:11][C:8]1[CH:9]=[CH:10][O:6][N:7]=1)=[O:4].